From a dataset of Forward reaction prediction with 1.9M reactions from USPTO patents (1976-2016). Predict the product of the given reaction. (1) Given the reactants [F:1][C:2]([F:17])([F:16])[C:3]1[CH:4]=[C:5]([CH2:9][CH2:10][C:11](OCC)=[O:12])[CH:6]=[CH:7][CH:8]=1.O.[NH2:19][NH2:20], predict the reaction product. The product is: [F:1][C:2]([F:17])([F:16])[C:3]1[CH:4]=[C:5]([CH2:9][CH2:10][C:11]([NH:19][NH2:20])=[O:12])[CH:6]=[CH:7][CH:8]=1. (2) Given the reactants [OH-].[Na+].[CH2:3](OCC)C.CN(N=O)C(N[N+]([O-])=O)=N.[OH:18][C@H:19]([CH2:23][C:24]1[CH:32]=[C:31]([CH3:33])[C:30]2[C:26](=[CH:27][N:28]([CH2:34][O:35][CH3:36])[N:29]=2)[CH:25]=1)[C:20]([OH:22])=[O:21], predict the reaction product. The product is: [OH:18][C@H:19]([CH2:23][C:24]1[CH:32]=[C:31]([CH3:33])[C:30]2[C:26](=[CH:27][N:28]([CH2:34][O:35][CH3:36])[N:29]=2)[CH:25]=1)[C:20]([O:22][CH3:3])=[O:21]. (3) The product is: [Cl:1][C:2]1[C:3]2[N:10]([CH2:23][C:22]3[CH:25]=[CH:26][C:19]([CH2:18][OH:17])=[CH:20][CH:21]=3)[CH:9]=[CH:8][C:4]=2[N:5]=[CH:6][N:7]=1. Given the reactants [Cl:1][C:2]1[C:3]2[NH:10][CH:9]=[CH:8][C:4]=2[N:5]=[CH:6][N:7]=1.C(=O)([O-])[O-].[K+].[K+].[OH:17][CH2:18][C:19]1[CH:26]=[CH:25][C:22]([CH2:23]Cl)=[CH:21][CH:20]=1, predict the reaction product. (4) Given the reactants [I:1][C:2]1[CH:3]=[C:4]([OH:8])[CH:5]=[CH:6][CH:7]=1.CN[C:11]1[N:16]=[C:15]([CH2:17][CH2:18]O)[CH:14]=[CH:13][CH:12]=1.C1(P(C2C=CC=CC=2)C2C=CC=CC=2)C=CC=CC=1.[N:39]([C:46](OCC)=O)=NC(OCC)=O, predict the reaction product. The product is: [I:1][C:2]1[CH:3]=[C:4]([CH:5]=[CH:6][CH:7]=1)[O:8][CH2:18][CH2:17][C:15]1[N:16]=[C:11]([CH2:46][NH2:39])[CH:12]=[CH:13][CH:14]=1. (5) Given the reactants Cl[C:2]1[N:3]=[C:4]([N:13]2[CH2:18][CH2:17][O:16][CH2:15][CH2:14]2)[C:5]2[S:10][C:9]([CH:11]=O)=[CH:8][C:6]=2[N:7]=1.[CH3:19][NH:20][CH:21]1[CH2:26][CH2:25][N:24]([CH3:27])[CH2:23][CH2:22]1.CC(O)=O.[BH-](OC(C)=O)(OC(C)=O)OC(C)=O.[Na+].CC1(C)C(C)(C)OB([C:54]2[CH:55]=[CH:56][C:57]([NH2:60])=[N:58][CH:59]=2)O1, predict the reaction product. The product is: [CH3:19][N:20]([CH2:11][C:9]1[S:10][C:5]2[C:4]([N:13]3[CH2:18][CH2:17][O:16][CH2:15][CH2:14]3)=[N:3][C:2]([C:54]3[CH:59]=[N:58][C:57]([NH2:60])=[CH:56][CH:55]=3)=[N:7][C:6]=2[CH:8]=1)[CH:21]1[CH2:26][CH2:25][N:24]([CH3:27])[CH2:23][CH2:22]1. (6) The product is: [CH2:1]([O:8][C@H:9]1[C@@H:14]([NH:15][C:16]([C:18]2[NH:22][CH:21]=[CH:20][N:19]=2)=[O:17])[CH2:13][CH2:12][N:11]([C:23]2[S:24][C:25]([C:28]([OH:30])=[O:29])=[CH:26][N:27]=2)[CH2:10]1)[C:2]1[CH:7]=[CH:6][CH:5]=[CH:4][CH:3]=1. Given the reactants [CH2:1]([O:8][C@H:9]1[C@@H:14]([NH:15][C:16]([C:18]2[NH:19][CH:20]=[CH:21][N:22]=2)=[O:17])[CH2:13][CH2:12][N:11]([C:23]2[S:24][C:25]([C:28]([O:30]CC)=[O:29])=[CH:26][N:27]=2)[CH2:10]1)[C:2]1[CH:7]=[CH:6][CH:5]=[CH:4][CH:3]=1.[OH-].[Li+], predict the reaction product. (7) Given the reactants [Cl:1][C:2]1[N:7]=[C:6](Cl)[C:5]([Cl:9])=[CH:4][N:3]=1.C([O-])([O-])=O.[K+].[K+].[NH2:16][C@@H:17]1[CH2:25][C:24]2[C:19](=[CH:20][CH:21]=[CH:22][CH:23]=2)[C@H:18]1[NH:26][C:27](=[O:29])[CH3:28], predict the reaction product. The product is: [Cl:1][C:2]1[N:7]=[C:6]([NH:16][C@@H:17]2[CH2:25][C:24]3[C:19](=[CH:20][CH:21]=[CH:22][CH:23]=3)[C@H:18]2[NH:26][C:27](=[O:29])[CH3:28])[C:5]([Cl:9])=[CH:4][N:3]=1.